This data is from Catalyst prediction with 721,799 reactions and 888 catalyst types from USPTO. The task is: Predict which catalyst facilitates the given reaction. Reactant: [CH2:1]([O:8][C:9]1[CH:18]=[C:17]2[C:12]([CH2:13][CH2:14][CH2:15][C:16]2=O)=[CH:11][CH:10]=1)[C:2]1[CH:7]=[CH:6][CH:5]=[CH:4][CH:3]=1.C([O-])(=O)C.[Na+].Cl.[NH2:26][OH:27]. Product: [CH2:1]([O:8][C:9]1[CH:18]=[C:17]2[C:12]([CH2:13][CH2:14][CH2:15][C:16]2=[N:26][OH:27])=[CH:11][CH:10]=1)[C:2]1[CH:7]=[CH:6][CH:5]=[CH:4][CH:3]=1. The catalyst class is: 24.